Dataset: Full USPTO retrosynthesis dataset with 1.9M reactions from patents (1976-2016). Task: Predict the reactants needed to synthesize the given product. Given the product [Cl:27][C:28]1[CH:33]=[CH:32][C:31]([C:34]2[C:43]3[C:38](=[CH:39][C:40]([S:44]([N:8]([CH2:7][C:6]4[CH:5]=[CH:4][C:3]([O:2][CH3:1])=[CH:16][CH:15]=4)[C:9]4[CH:14]=[CH:13][N:12]=[CH:11][N:10]=4)(=[O:45])=[O:46])=[CH:41][CH:42]=3)[CH:37]=[N:36][N:35]=2)=[C:30]([O:59][CH3:60])[CH:29]=1, predict the reactants needed to synthesize it. The reactants are: [CH3:1][O:2][C:3]1[CH:16]=[CH:15][C:6]([CH2:7][NH:8][C:9]2[CH:14]=[CH:13][N:12]=[CH:11][N:10]=2)=[CH:5][CH:4]=1.C[Si]([N-][Si](C)(C)C)(C)C.[Li+].[Cl:27][C:28]1[CH:33]=[CH:32][C:31]([C:34]2[C:43]3[C:38](=[CH:39][C:40]([S:44](OC4C(F)=C(F)C(F)=C(F)C=4F)(=[O:46])=[O:45])=[CH:41][CH:42]=3)[CH:37]=[N:36][N:35]=2)=[C:30]([O:59][CH3:60])[CH:29]=1.